From a dataset of Reaction yield outcomes from USPTO patents with 853,638 reactions. Predict the reaction yield, written as a fraction of the theoretical maximum amount of product (1.0 means a 100% yield; for example, 0.34 means a 34% yield). (1) The reactants are [F:1][C:2]([F:12])([F:11])[C:3]1[CH:10]=[CH:9][C:6]([CH:7]=O)=[CH:5][CH:4]=1.[NH2:13][C:14]1[S:15][C:16]([S:19]([C:22]2[CH:27]=[CH:26][C:25]([N+:28]([O-:30])=[O:29])=[CH:24][CH:23]=2)(=[O:21])=[O:20])=[CH:17][N:18]=1.C[O:32][C:33](=O)[C:34](=[O:43])[CH2:35][C:36]([C:38]1[O:39][CH:40]=[CH:41][CH:42]=1)=[O:37]. No catalyst specified. The product is [O:39]1[CH:40]=[CH:41][CH:42]=[C:38]1[C:36]([C:35]1[CH:7]([C:6]2[CH:9]=[CH:10][C:3]([C:2]([F:12])([F:11])[F:1])=[CH:4][CH:5]=2)[N:13]([C:14]2[S:15][C:16]([S:19]([C:22]3[CH:23]=[CH:24][C:25]([N+:28]([O-:30])=[O:29])=[CH:26][CH:27]=3)(=[O:20])=[O:21])=[CH:17][N:18]=2)[C:33](=[O:32])[C:34]=1[OH:43])=[O:37]. The yield is 0.470. (2) The reactants are [F:1][C:2]1[CH:7]=[C:6]([O:8][C:9]2[CH:14]=[CH:13][N:12]=[C:11]([C:15]3[CH:16]=[N:17][N:18]([CH3:20])[CH:19]=3)[CH:10]=2)[CH:5]=[CH:4][C:3]=1[NH2:21].C([O-])(O)=O.[Na+].Cl[C:28]([O:30][C:31]([CH3:33])=[CH2:32])=[O:29]. The catalyst is CCOC(C)=O. The product is [F:1][C:2]1[CH:7]=[C:6]([O:8][C:9]2[CH:14]=[CH:13][N:12]=[C:11]([C:15]3[CH:16]=[N:17][N:18]([CH3:20])[CH:19]=3)[CH:10]=2)[CH:5]=[CH:4][C:3]=1[NH:21][C:28](=[O:29])[O:30][C:31]([CH3:33])=[CH2:32]. The yield is 0.900. (3) The reactants are [C:1]1(=[O:8])[CH2:6][CH2:5][CH2:4][C:3](=[O:7])[CH2:2]1.[CH2:9](O)[C:10]1[CH:15]=[CH:14][CH:13]=[CH:12][CH:11]=1. The catalyst is O.C1(C)C=CC(S(O)(=O)=O)=CC=1.C1(C)C=CC=CC=1. The product is [CH2:9]([O:7][C:3]1[CH2:4][CH2:5][CH2:6][C:1](=[O:8])[CH:2]=1)[C:10]1[CH:15]=[CH:14][CH:13]=[CH:12][CH:11]=1. The yield is 0.680. (4) The reactants are Cl.[CH2:2]([O:4][C:5]([C:7]1([CH2:21][O:22][C:23]2[CH:28]=[CH:27][C:26]([C:29]3[CH:34]=[CH:33][C:32]([F:35])=[CH:31][CH:30]=3)=[CH:25][CH:24]=2)[CH2:11][CH2:10][N:9](C(=O)C2C=CC(F)=CC=2)[CH2:8]1)=[O:6])[CH3:3]. No catalyst specified. The product is [CH2:2]([O:4][C:5]([C:7]1([CH2:21][O:22][C:23]2[CH:28]=[CH:27][C:26]([C:29]3[CH:30]=[CH:31][C:32]([F:35])=[CH:33][CH:34]=3)=[CH:25][CH:24]=2)[CH2:11][CH2:10][NH:9][CH2:8]1)=[O:6])[CH3:3]. The yield is 0.520. (5) The reactants are [F:1][C:2]1[CH:7]=[CH:6][C:5]([C:8]([CH3:12])([CH3:11])[C:9]#[N:10])=[CH:4][CH:3]=1.[H-].[Al+3].[Li+].[H-].[H-].[H-].O.[OH-].[Na+]. The catalyst is C1COCC1. The product is [F:1][C:2]1[CH:3]=[CH:4][C:5]([C:8]([CH3:12])([CH3:11])[CH2:9][NH2:10])=[CH:6][CH:7]=1. The yield is 0.920. (6) The reactants are [CH3:1][O:2][C:3]1[CH:4]=[C:5]([C:11]2[C:22](=[O:23])[N:21]([CH2:24][CH3:25])[C:14]3[N:15]=[C:16](SC)[N:17]=[N:18][C:13]=3[CH:12]=2)[CH:6]=[C:7]([O:9][CH3:10])[CH:8]=1.[NH2:26][C:27]1[CH:32]=[CH:31][N:30]=[CH:29][CH:28]=1. No catalyst specified. The product is [CH3:1][O:2][C:3]1[CH:4]=[C:5]([C:11]2[C:22](=[O:23])[N:21]([CH2:24][CH3:25])[C:14]3[N:15]=[C:16]([NH:26][C:27]4[CH:32]=[CH:31][N:30]=[CH:29][CH:28]=4)[N:17]=[N:18][C:13]=3[CH:12]=2)[CH:6]=[C:7]([O:9][CH3:10])[CH:8]=1. The yield is 0.300. (7) The reactants are [C:9](O[C:9]([O:11][C:12]([CH3:15])([CH3:14])[CH3:13])=[O:10])([O:11][C:12]([CH3:15])([CH3:14])[CH3:13])=[O:10].[NH2:16][C:17]1[C:22]([CH3:23])=[CH:21][C:20]([OH:24])=[C:19]([CH3:25])[C:18]=1[CH3:26].O. The catalyst is O1CCCC1. The product is [OH:24][C:20]1[CH:21]=[C:22]([CH3:23])[C:17]([NH:16][C:9](=[O:10])[O:11][C:12]([CH3:13])([CH3:14])[CH3:15])=[C:18]([CH3:26])[C:19]=1[CH3:25]. The yield is 0.890. (8) The product is [NH2:1][C:2]1[N:7]=[CH:6][N:5]=[C:4]2[N:8]([CH:19]([C:21]3[O:22][C:23]4[C:28]([C:29](=[O:38])[C:30]=3[C:31]3[CH:36]=[CH:35][CH:34]=[C:33]([F:37])[CH:32]=3)=[CH:27][CH:26]=[CH:25][CH:24]=4)[CH3:20])[N:9]=[C:10]([C:11]3[CH:12]=[CH:13][C:14]([OH:17])=[CH:15][CH:16]=3)[C:3]=12. The yield is 0.330. The reactants are [NH2:1][C:2]1[N:7]=[CH:6][N:5]=[C:4]2[N:8]([CH:19]([C:21]3[O:22][C:23]4[C:28]([C:29](=[O:38])[C:30]=3[C:31]3[CH:36]=[CH:35][CH:34]=[C:33]([F:37])[CH:32]=3)=[CH:27][CH:26]=[CH:25][CH:24]=4)[CH3:20])[N:9]=[C:10]([C:11]3[CH:16]=[CH:15][C:14]([O:17]C)=[CH:13][CH:12]=3)[C:3]=12. The catalyst is ClCCl.B(Br)(Br)Br. (9) The reactants are [Cl:1][C:2]1[CH:3]=[C:4]([C:8]2[C:12]([CH2:13][O:14][C:15]3[CH:23]=[CH:22][C:18]([C:19]([OH:21])=O)=[CH:17][N:16]=3)=[C:11]([CH3:24])[O:10][N:9]=2)[CH:5]=[CH:6][CH:7]=1.[NH:25]1[CH2:30][CH2:29][S:28](=[O:32])(=[O:31])[CH2:27][CH2:26]1. No catalyst specified. The product is [Cl:1][C:2]1[CH:3]=[C:4]([C:8]2[C:12]([CH2:13][O:14][C:15]3[N:16]=[CH:17][C:18]([C:19]([N:25]4[CH2:30][CH2:29][S:28](=[O:32])(=[O:31])[CH2:27][CH2:26]4)=[O:21])=[CH:22][CH:23]=3)=[C:11]([CH3:24])[O:10][N:9]=2)[CH:5]=[CH:6][CH:7]=1. The yield is 0.870.